The task is: Predict the product of the given reaction.. This data is from Forward reaction prediction with 1.9M reactions from USPTO patents (1976-2016). Given the reactants [CH2:1]([O:3][C:4](=[O:17])[CH2:5][C:6]1[N:7]=[C:8]([SH:16])[S:9][C:10]=1[C:11]([O:13][CH2:14][CH3:15])=[O:12])[CH3:2].CI.[C:20]([O-])([O-])=O.[K+].[K+], predict the reaction product. The product is: [CH2:1]([O:3][C:4](=[O:17])[CH2:5][C:6]1[N:7]=[C:8]([S:16][CH3:20])[S:9][C:10]=1[C:11]([O:13][CH2:14][CH3:15])=[O:12])[CH3:2].